From a dataset of Catalyst prediction with 721,799 reactions and 888 catalyst types from USPTO. Predict which catalyst facilitates the given reaction. (1) Reactant: I[C:2]1[N:7]([CH2:8][CH2:9][O:10][CH3:11])[C:6]([S:12][CH3:13])=[N:5][C:4](=[O:14])[CH:3]=1.[CH3:15][O:16][C:17]1[CH:22]=[CH:21][C:20]([O:23][CH3:24])=[CH:19][C:18]=1B(O)O.C(=O)([O-])[O-].[Na+].[Na+]. Product: [CH3:15][O:16][C:17]1[CH:22]=[CH:21][C:20]([O:23][CH3:24])=[CH:19][C:18]=1[C:2]1[N:7]([CH2:8][CH2:9][O:10][CH3:11])[C:6]([S:12][CH3:13])=[N:5][C:4](=[O:14])[CH:3]=1. The catalyst class is: 587. (2) Reactant: [C:1]([O:5][C:6](=[O:36])[NH:7][C@@H:8]1[C@@H:13]([OH:14])[C@H:12]([CH2:15][C:16]2[CH:21]=[C:20]([O:22][CH:23]([C:28]([F:31])([F:30])[F:29])[C:24]([F:27])([F:26])[F:25])[C:19]([N+:32]([O-:34])=[O:33])=[C:18]([F:35])[CH:17]=2)[CH2:11]S[CH2:9]1)([CH3:4])([CH3:3])[CH3:2].O[O:38][S:39]([O-:41])=O.[K+].CC([O-])=O.[Na+].S(S([O-])=O)([O-])(=O)=O.[Na+].[Na+].C([O-])([O-])=O.[K+].[K+]. Product: [C:1]([O:5][C:6](=[O:36])[NH:7][C@@H:8]1[C@@H:13]([OH:14])[C@H:12]([CH2:15][C:16]2[CH:21]=[C:20]([O:22][CH:23]([C:24]([F:25])([F:27])[F:26])[C:28]([F:29])([F:31])[F:30])[C:19]([N+:32]([O-:34])=[O:33])=[C:18]([F:35])[CH:17]=2)[CH2:11][S:39](=[O:41])(=[O:38])[CH2:9]1)([CH3:3])([CH3:4])[CH3:2]. The catalyst class is: 20. (3) Reactant: Cl.[C:2]1([C:8]2[CH:9]=[N:10][NH:11][CH:12]=2)[CH:7]=[CH:6][CH:5]=[CH:4][CH:3]=1.CCN(C(C)C)C(C)C.Cl[C:23](Cl)([O:25]C(=O)OC(Cl)(Cl)Cl)Cl.Cl.[NH2:35][CH2:36][C:37]([N:39]1[CH2:44][CH2:43][N:42]([C:45](=[O:57])[C:46]2[CH:51]=[C:50]([F:52])[CH:49]=[CH:48][C:47]=2[C:53]([F:56])([F:55])[F:54])[CH2:41][CH2:40]1)=[O:38]. Product: [F:52][C:50]1[CH:49]=[CH:48][C:47]([C:53]([F:54])([F:56])[F:55])=[C:46]([CH:51]=1)[C:45]([N:42]1[CH2:41][CH2:40][N:39]([C:37](=[O:38])[CH2:36][NH:35][C:23]([N:10]2[CH:9]=[C:8]([C:2]3[CH:3]=[CH:4][CH:5]=[CH:6][CH:7]=3)[CH:12]=[N:11]2)=[O:25])[CH2:44][CH2:43]1)=[O:57]. The catalyst class is: 34. (4) Reactant: [OH-].[Na+].[C:3]([O:7][C:8]([N:10]1[CH:15]2[CH2:16][CH2:17][CH2:18][CH:11]1[CH2:12][CH:13]([CH2:19][C:20]([O:22]CC)=[O:21])[CH2:14]2)=[O:9])([CH3:6])([CH3:5])[CH3:4]. Product: [C:3]([O:7][C:8]([N:10]1[CH:15]2[CH2:16][CH2:17][CH2:18][CH:11]1[CH2:12][CH:13]([CH2:19][C:20]([OH:22])=[O:21])[CH2:14]2)=[O:9])([CH3:6])([CH3:4])[CH3:5]. The catalyst class is: 220.